This data is from Catalyst prediction with 721,799 reactions and 888 catalyst types from USPTO. The task is: Predict which catalyst facilitates the given reaction. (1) Reactant: Cl[C:2]1[O:3][C:4]2[CH:10]=[CH:9][CH:8]=[CH:7][C:5]=2[N:6]=1.[CH3:11][NH:12][CH2:13][CH2:14][CH2:15][CH2:16][OH:17].C(N(CC)CC)C. Product: [O:3]1[C:4]2[CH:10]=[CH:9][CH:8]=[CH:7][C:5]=2[N:6]=[C:2]1[N:12]([CH2:13][CH2:14][CH2:15][CH2:16][OH:17])[CH3:11]. The catalyst class is: 7. (2) Reactant: [Br:1][C:2]1[S:6][C:5]([C:7]([C:9]2[CH:14]=[CH:13][C:12]([CH2:15][CH2:16][CH3:17])=[CH:11][CH:10]=2)=O)=[C:4]([CH3:18])[CH:3]=1.C([SiH](CC)CC)C.B(F)(F)F.C([O-])([O-])=O.[K+].[K+]. The catalyst class is: 643. Product: [Br:1][C:2]1[S:6][C:5]([CH2:7][C:9]2[CH:14]=[CH:13][C:12]([CH2:15][CH2:16][CH3:17])=[CH:11][CH:10]=2)=[C:4]([CH3:18])[CH:3]=1. (3) Reactant: Cl[CH2:2][C:3]1[C:11]2[N:10]=[C:9]([CH2:12][N:13]3[C:17]4[CH:18]=[CH:19][CH:20]=[CH:21][C:16]=4[N:15]([CH:22]([CH3:24])[CH3:23])[C:14]3=[O:25])[N:8]([CH2:26][CH2:27][CH:28]([CH3:30])[CH3:29])[C:7]=2[CH:6]=[CH:5][CH:4]=1.Cl.[C-:32]#[N:33].[Na+]. Product: [CH:22]([N:15]1[C:16]2[CH:21]=[CH:20][CH:19]=[CH:18][C:17]=2[N:13]([CH2:12][C:9]2[N:8]([CH2:26][CH2:27][CH:28]([CH3:29])[CH3:30])[C:7]3[CH:6]=[CH:5][CH:4]=[C:3]([CH2:2][C:32]#[N:33])[C:11]=3[N:10]=2)[C:14]1=[O:25])([CH3:23])[CH3:24]. The catalyst class is: 16. (4) Reactant: [CH3:1][O:2][C:3]([C:5]1[CH:10]=[CH:9][C:8]([CH2:11][N:12]([CH2:14][CH:15]2[CH2:20][CH2:19][CH2:18][CH2:17][N:16]2C(OC(C)(C)C)=O)[CH3:13])=[CH:7][CH:6]=1)=[O:4].Cl. Product: [CH3:13][N:12]([CH2:11][C:8]1[CH:7]=[CH:6][C:5]([C:3]([O:2][CH3:1])=[O:4])=[CH:10][CH:9]=1)[CH2:14][CH:15]1[CH2:20][CH2:19][CH2:18][CH2:17][NH:16]1. The catalyst class is: 269. (5) Reactant: [CH2:1]([NH:7][C:8]([N:10]1[C:18](=[O:19])[C:17]2[C:12](=[N:13][C:14]([Cl:21])=[CH:15][C:16]=2[CH3:20])[NH:11]1)=[O:9])[CH2:2][CH2:3][CH2:4][CH2:5][CH3:6].I[CH2:23][CH2:24][CH2:25][CH3:26].C(N(CC)CC)C. Product: [CH2:1]([NH:7][C:8]([N:10]1[C:18](=[O:19])[C:17]2[C:12](=[N:13][C:14]([Cl:21])=[CH:15][C:16]=2[CH3:20])[N:11]1[CH2:23][CH2:24][CH2:25][CH3:26])=[O:9])[CH2:2][CH2:3][CH2:4][CH2:5][CH3:6]. The catalyst class is: 3. (6) The catalyst class is: 2. Product: [Br:18][C:16]1[CH:17]=[C:12]([NH:11][S:7]([C:1]2[CH:6]=[CH:5][CH:4]=[CH:3][CH:2]=2)(=[O:9])=[O:8])[C:13]([Cl:19])=[N:14][CH:15]=1. Reactant: [C:1]1([S:7](Cl)(=[O:9])=[O:8])[CH:6]=[CH:5][CH:4]=[CH:3][CH:2]=1.[NH2:11][C:12]1[C:13]([Cl:19])=[N:14][CH:15]=[C:16]([Br:18])[CH:17]=1.N1C=CC=CC=1.